Dataset: Forward reaction prediction with 1.9M reactions from USPTO patents (1976-2016). Task: Predict the product of the given reaction. (1) Given the reactants [C:1]([O:6][CH2:7][CH3:8])(=[O:5])[C:2]([CH3:4])=C.[C:9](O[CH:15]1[CH2:20]CC[CH2:17][CH2:16]1)(=O)[C:10](C)=C.[C:21](OCCO)(=O)[C:22](C)=C.CC(C(C1CC(C)(C)N(C)C(C)(C)C1)=O)=C.CN1C(C)(C)CC(C=C(C)C(O)=O)CC1(C)C.C(O)(=O)C(C)=C.COCC(O)C.N(C(C)(C)C#N)=NC(C)(C)C#N, predict the reaction product. The product is: [CH3:20][CH2:15][CH2:16][CH2:17][CH:8]([CH2:7][O:6][C:1]([CH:2]=[CH2:4])=[O:5])[CH2:21][CH3:22].[CH3:9][CH2:10][CH2:8][CH2:7][O:6][C:1]([CH:2]=[CH2:4])=[O:5]. (2) The product is: [Cl:26][C:5]1[CH:6]=[C:7]2[C:12](=[CH:3][CH:4]=1)[N:11]=[C:10]([C:13]1([C:16]3[CH:17]=[CH:18][CH:19]=[CH:20][CH:21]=3)[CH2:14][CH2:15]1)[C:9]([OH:22])=[C:8]2[C:23]([OH:25])=[O:24]. Given the reactants C([C:3]1[CH:4]=[CH:5][CH:6]=[C:7]2[C:12]=1[N:11]=[C:10]([C:13]1([C:16]3[CH:21]=[CH:20][CH:19]=[CH:18][CH:17]=3)[CH2:15][CH2:14]1)[C:9]([OH:22])=[C:8]2[C:23]([OH:25])=[O:24])C.[Cl:26]C1C=C2C(=CC=1)NC(=O)C2=O, predict the reaction product. (3) The product is: [CH2:8]([N:5]1[CH2:6][CH2:7][CH:2]([NH:1][C:16]2[C:21]([N+:22]([O-:24])=[O:23])=[CH:20][CH:19]=[CH:18][C:17]=2[CH3:25])[CH2:3][CH2:4]1)[C:9]1[CH:14]=[CH:13][CH:12]=[CH:11][CH:10]=1. Given the reactants [NH2:1][CH:2]1[CH2:7][CH2:6][N:5]([CH2:8][C:9]2[CH:14]=[CH:13][CH:12]=[CH:11][CH:10]=2)[CH2:4][CH2:3]1.Cl[C:16]1[C:21]([N+:22]([O-:24])=[O:23])=[CH:20][CH:19]=[CH:18][C:17]=1[CH3:25].O, predict the reaction product. (4) Given the reactants [H-].[Na+].[C:3]([C:7]1[CH:12]=[C:11]([C:13]([CH3:16])([CH3:15])[CH3:14])[CH:10]=[CH:9][C:8]=1[OH:17])([CH3:6])([CH3:5])[CH3:4].[C:18]1([CH3:28])[CH:23]=[CH:22][C:21]([S:24](Cl)(=[O:26])=[O:25])=[CH:20][CH:19]=1.O, predict the reaction product. The product is: [C:18]1([CH3:28])[CH:23]=[CH:22][C:21]([S:24]([O:17][C:8]2[CH:9]=[CH:10][C:11]([C:13]([CH3:16])([CH3:15])[CH3:14])=[CH:12][C:7]=2[C:3]([CH3:6])([CH3:5])[CH3:4])(=[O:26])=[O:25])=[CH:20][CH:19]=1.